This data is from Reaction yield outcomes from USPTO patents with 853,638 reactions. The task is: Predict the reaction yield, written as a fraction of the theoretical maximum amount of product (1.0 means a 100% yield; for example, 0.34 means a 34% yield). (1) The reactants are [C:1]([O:4][CH2:5][C:6]1[C:7]([N:21]2[CH2:33][CH2:32][N:24]3[C:25]4[CH2:26][CH2:27][CH2:28][CH2:29][C:30]=4[CH:31]=[C:23]3[C:22]2=[O:34])=[N:8][CH:9]=[CH:10][C:11]=1B1OC(C)(C)C(C)(C)O1)(=[O:3])[CH3:2].Br[C:36]1[CH:37]=[C:38]([NH:44][C:45]2[CH:53]=[C:48]3[CH2:49][O:50][CH2:51][CH2:52][N:47]3[N:46]=2)[C:39](=[O:43])[N:40]([CH3:42])[CH:41]=1. No catalyst specified. The product is [C:1]([O:4][CH2:5][C:6]1[C:7]([N:21]2[CH2:33][CH2:32][N:24]3[C:25]4[CH2:26][CH2:27][CH2:28][CH2:29][C:30]=4[CH:31]=[C:23]3[C:22]2=[O:34])=[N:8][CH:9]=[CH:10][C:11]=1[C:36]1[CH:37]=[C:38]([NH:44][C:45]2[CH:53]=[C:48]3[CH2:49][O:50][CH2:51][CH2:52][N:47]3[N:46]=2)[C:39](=[O:43])[N:40]([CH3:42])[CH:41]=1)(=[O:3])[CH3:2]. The yield is 0.610. (2) The reactants are [Br:1][CH2:2][CH2:3][CH2:4][CH2:5][CH2:6][CH2:7][CH2:8][CH2:9][C:10]#[C:11][CH2:12][CH3:13].[N:14]1[CH:19]=[CH:18][CH:17]=[C:16]([CH3:20])[CH:15]=1. The catalyst is C(#N)C. The product is [Br-:1].[CH2:2]([N+:14]1[CH:19]=[CH:18][CH:17]=[C:16]([CH3:20])[CH:15]=1)[CH2:3][CH2:4][CH2:5][CH2:6][CH2:7][CH2:8][CH2:9][C:10]#[C:11][CH2:12][CH3:13]. The yield is 0.700. (3) The reactants are [Br:1][C:2]1[CH:11]=[C:10]2[C:5]([CH2:6][C:7]([CH2:14][OH:15])([CH3:13])[CH2:8][C:9]2=[O:12])=[CH:4][CH:3]=1.[C:16]([Si:20](Cl)([CH3:22])[CH3:21])([CH3:19])([CH3:18])[CH3:17].N1C=CN=C1. The catalyst is C(Cl)Cl. The product is [Br:1][C:2]1[CH:11]=[C:10]2[C:5]([CH2:6][C:7]([CH2:14][O:15][Si:20]([C:16]([CH3:19])([CH3:18])[CH3:17])([CH3:22])[CH3:21])([CH3:13])[CH2:8][C:9]2=[O:12])=[CH:4][CH:3]=1. The yield is 0.850. (4) The reactants are [CH:1]([N:4]1[C:8]([C:9]2[N:18]=[C:17]3[N:11]([CH2:12][CH2:13][O:14][C:15]4[CH:22]=[C:21](O)[N:20]=[CH:19][C:16]=43)[CH:10]=2)=[N:7][CH:6]=[N:5]1)([CH3:3])[CH3:2].Cl.[F:25][C:26]1([F:34])[CH2:30][NH:29][C@H:28]([C:31]([NH2:33])=[O:32])[CH2:27]1.CCN(C(C)C)C(C)C.C(#N)C. The catalyst is O. The product is [F:25][C:26]1([F:34])[CH2:30][N:29]([C:21]2[N:20]=[CH:19][C:16]3[C:17]4[N:11]([CH:10]=[C:9]([C:8]5[N:4]([CH:1]([CH3:2])[CH3:3])[N:5]=[CH:6][N:7]=5)[N:18]=4)[CH2:12][CH2:13][O:14][C:15]=3[CH:22]=2)[C@H:28]([C:31]([NH2:33])=[O:32])[CH2:27]1. The yield is 0.110.